This data is from Reaction yield outcomes from USPTO patents with 853,638 reactions. The task is: Predict the reaction yield, written as a fraction of the theoretical maximum amount of product (1.0 means a 100% yield; for example, 0.34 means a 34% yield). (1) The reactants are [O:1]1[CH2:6][CH2:5][CH2:4][O:3][CH:2]1[C:7]1[CH:16]=[CH:15][C:10]([C:11]([O:13]C)=[O:12])=[C:9]([F:17])[CH:8]=1.[OH-].[Li+].CO. The catalyst is O1CCCC1.O. The product is [O:1]1[CH2:6][CH2:5][CH2:4][O:3][CH:2]1[C:7]1[CH:16]=[CH:15][C:10]([C:11]([OH:13])=[O:12])=[C:9]([F:17])[CH:8]=1. The yield is 0.950. (2) The reactants are C[Si]([N-][Si](C)(C)C)(C)C.[Na+].[CH3:11][N:12]1[CH2:17][CH2:16][N:15]([C:18]([C:20]2[CH:29]=[CH:28][C:23]([C:24]([O:26]C)=O)=[CH:22][CH:21]=2)=[O:19])[CH2:14][CH2:13]1.[NH2:30][C:31]1[N:35](C(OC(C)(C)C)=O)[N:34]=[C:33]([CH2:43][CH2:44][C:45]2[CH:50]=[C:49]([O:51][CH3:52])[CH:48]=[C:47]([O:53][CH3:54])[CH:46]=2)[CH:32]=1.[NH4+].[Cl-]. The catalyst is C1COCC1. The product is [CH3:52][O:51][C:49]1[CH:50]=[C:45]([CH2:44][CH2:43][C:33]2[NH:34][N:35]=[C:31]([NH:30][C:24](=[O:26])[C:23]3[CH:22]=[CH:21][C:20]([C:18]([N:15]4[CH2:14][CH2:13][N:12]([CH3:11])[CH2:17][CH2:16]4)=[O:19])=[CH:29][CH:28]=3)[CH:32]=2)[CH:46]=[C:47]([O:53][CH3:54])[CH:48]=1. The yield is 0.565. (3) The reactants are [CH3:1][C:2]1[CH:15]=[C:14]([S:16][CH:17]([CH3:19])[CH3:18])[C:13]2[C:4](=[C:5]3[C:10](=[CH:11][CH:12]=2)[CH:9]=[CH:8][CH:7]=[N:6]3)[N:3]=1.[O:20]1CCOCC1. The catalyst is O. The product is [CH:17]([S:16][C:14]1[C:13]2[C:4](=[C:5]3[C:10](=[CH:11][CH:12]=2)[CH:9]=[CH:8][CH:7]=[N:6]3)[N:3]=[C:2]([CH:1]=[O:20])[CH:15]=1)([CH3:19])[CH3:18]. The yield is 0.410.